From a dataset of Forward reaction prediction with 1.9M reactions from USPTO patents (1976-2016). Predict the product of the given reaction. (1) Given the reactants Br[C:2]1[CH:3]=[C:4]([NH:10][C@H:11]([CH3:15])[C:12]([NH2:14])=[O:13])[CH:5]=[CH:6][C:7]=1[C:8]#[N:9].Cl.[NH2:17][C:18]1[S:22][N:21]=[C:20]([CH3:23])[CH:19]=1.C1C=CC(P(C2C(C3C(P(C4C=CC=CC=4)C4C=CC=CC=4)=CC=C4C=3C=CC=C4)=C3C(C=CC=C3)=CC=2)C2C=CC=CC=2)=CC=1.C([O-])([O-])=O.[K+].[K+], predict the reaction product. The product is: [C:8]([C:7]1[CH:6]=[CH:5][C:4]([NH:10][C@H:11]([CH3:15])[C:12]([NH2:14])=[O:13])=[CH:3][C:2]=1[NH:17][C:18]1[S:22][N:21]=[C:20]([CH3:23])[CH:19]=1)#[N:9]. (2) Given the reactants Br[C:2]1[CH:3]=[C:4]2[C:9](=[CH:10][CH:11]=1)[C:8](=[O:12])[NH:7][C:6](=[O:13])/[C:5]/2=[CH:14]\[NH:15][CH2:16][C:17]1[CH:22]=[CH:21][C:20]([O:23][CH2:24][CH2:25][CH3:26])=[C:19]([OH:27])[CH:18]=1.[O:28]1[CH:32]=[CH:31][C:30](B(O)O)=[CH:29]1.C(=O)([O-])[O-].[Cs+].[Cs+].P(C(C)(C)C)(C(C)(C)C)C(C)(C)C, predict the reaction product. The product is: [O:28]1[CH:32]=[CH:31][C:30]([C:2]2[CH:3]=[C:4]3[C:9](=[CH:10][CH:11]=2)[C:8](=[O:12])[NH:7][C:6](=[O:13])/[C:5]/3=[CH:14]\[NH:15][CH2:16][C:17]2[CH:22]=[CH:21][C:20]([O:23][CH2:24][CH2:25][CH3:26])=[C:19]([OH:27])[CH:18]=2)=[CH:29]1. (3) Given the reactants [O:1]1[CH2:6][CH2:5][N:4]([C:7]2[C:8]3[CH2:26][CH2:25][NH:24][CH2:23][C:9]=3[N:10]=[C:11]([C:13]3[CH:22]=[CH:21][C:16]4[NH:17][C:18](=[O:20])[NH:19][C:15]=4[CH:14]=3)[N:12]=2)[CH2:3][CH2:2]1.Cl[C:28]1[N:33]=[CH:32][CH:31]=[CH:30][N:29]=1.CN(C)C=O.C(N(CC)C(C)C)(C)C, predict the reaction product. The product is: [O:1]1[CH2:2][CH2:3][N:4]([C:7]2[C:8]3[CH2:26][CH2:25][N:24]([C:28]4[N:33]=[CH:32][CH:31]=[CH:30][N:29]=4)[CH2:23][C:9]=3[N:10]=[C:11]([C:13]3[CH:22]=[CH:21][C:16]4[NH:17][C:18](=[O:20])[NH:19][C:15]=4[CH:14]=3)[N:12]=2)[CH2:5][CH2:6]1. (4) Given the reactants [NH2:1][C:2]1[CH:10]=[C:9]([O:11][CH3:12])[CH:8]=[C:7]([O:13][CH3:14])[C:3]=1[C:4]([NH2:6])=[O:5].[Br:15][C:16]1[CH:17]=[C:18]([CH:21]=[CH:22][CH:23]=1)[CH:19]=O.OS([O-])=O.[Na+].O.C1(C)C=CC(S(O)(=O)=O)=CC=1, predict the reaction product. The product is: [Br:15][C:16]1[CH:17]=[C:18]([C:19]2[NH:6][C:4](=[O:5])[C:3]3[C:2](=[CH:10][C:9]([O:11][CH3:12])=[CH:8][C:7]=3[O:13][CH3:14])[N:1]=2)[CH:21]=[CH:22][CH:23]=1.